From a dataset of Forward reaction prediction with 1.9M reactions from USPTO patents (1976-2016). Predict the product of the given reaction. (1) The product is: [Cl:13][C:10]1[C:9]([C:14]2[CH:19]=[CH:18][C:17]([S:20]([CH2:23][CH3:24])(=[O:22])=[O:21])=[CH:16][C:15]=2[O:25][CH3:26])=[CH:8][C:7]([B:29]2[O:33][C:32]([CH3:35])([CH3:34])[C:31]([CH3:37])([CH3:36])[O:30]2)=[CH:12][CH:11]=1. Given the reactants FC(F)(F)S(O[C:7]1[CH:8]=[C:9]([C:14]2[CH:19]=[CH:18][C:17]([S:20]([CH2:23][CH3:24])(=[O:22])=[O:21])=[CH:16][C:15]=2[O:25][CH3:26])[C:10]([Cl:13])=[CH:11][CH:12]=1)(=O)=O.[B:29]1([B:29]2[O:33][C:32]([CH3:35])([CH3:34])[C:31]([CH3:37])([CH3:36])[O:30]2)[O:33][C:32]([CH3:35])([CH3:34])[C:31]([CH3:37])([CH3:36])[O:30]1.C([O-])(=O)C.[K+], predict the reaction product. (2) Given the reactants [CH3:1][O:2][C:3]1[CH:8]=[CH:7][C:6]([C:9]2(O)[CH2:14][CH2:13][O:12][CH2:11][CH2:10]2)=[CH:5][CH:4]=1.[CH3:16][Zn]C.CCCCCC.O, predict the reaction product. The product is: [CH3:1][O:2][C:3]1[CH:8]=[CH:7][C:6]([C:9]2([CH3:16])[CH2:14][CH2:13][O:12][CH2:11][CH2:10]2)=[CH:5][CH:4]=1. (3) Given the reactants [Cl:1][C:2]1[CH:10]=[C:9]2[C:5]([C:6]([C:11]([N:13]3[CH2:18][CH2:17][CH:16]([C:19]4[CH:24]=[CH:23][CH:22]=[CH:21][C:20]=4[O:25][CH3:26])[CH2:15][CH2:14]3)=[O:12])=[CH:7][NH:8]2)=[CH:4][CH:3]=1.[H-].[Na+].[CH3:29][S:30](Cl)(=[O:32])=[O:31], predict the reaction product. The product is: [Cl:1][C:2]1[CH:10]=[C:9]2[C:5]([C:6]([C:11]([N:13]3[CH2:18][CH2:17][CH:16]([C:19]4[CH:24]=[CH:23][CH:22]=[CH:21][C:20]=4[O:25][CH3:26])[CH2:15][CH2:14]3)=[O:12])=[CH:7][N:8]2[S:30]([CH3:29])(=[O:32])=[O:31])=[CH:4][CH:3]=1. (4) Given the reactants C([N:8]1[CH2:14][CH2:13][C:12]2[C:15](Cl)=[N:16][C:17]([CH2:19][C:20]3[CH:25]=[CH:24][C:23]([CH3:26])=[CH:22][CH:21]=3)=[N:18][C:11]=2[CH2:10][CH2:9]1)C1C=CC=CC=1.C([O-])=O.[NH4+], predict the reaction product. The product is: [CH3:26][C:23]1[CH:22]=[CH:21][C:20]([CH2:19][C:17]2[N:16]=[CH:15][C:12]3[CH2:13][CH2:14][NH:8][CH2:9][CH2:10][C:11]=3[N:18]=2)=[CH:25][CH:24]=1.